From a dataset of Forward reaction prediction with 1.9M reactions from USPTO patents (1976-2016). Predict the product of the given reaction. (1) Given the reactants [NH2:1][C:2]1[C:3]([Cl:24])=[C:4]([NH:10][CH:11]2[CH2:16][CH2:15][N:14]([C:17]([O:19][C:20]([CH3:23])([CH3:22])[CH3:21])=[O:18])[CH2:13][CH2:12]2)[CH:5]=[C:6]([C:8]#[N:9])[CH:7]=1.Cl[C:26]1[N:31]=[C:30]([N:32]([CH:42]2[CH2:44][CH2:43]2)[CH2:33][C:34]2[CH:39]=[CH:38][C:37]([O:40][CH3:41])=[CH:36][CH:35]=2)[C:29]2=[N:45][CH:46]=[C:47]([C:48]#[N:49])[N:28]2[N:27]=1.C([O-])([O-])=O.[Cs+].[Cs+].C1(P(C2C=CC=CC=2)C2C3OC4C(=CC=CC=4P(C4C=CC=CC=4)C4C=CC=CC=4)C(C)(C)C=3C=CC=2)C=CC=CC=1, predict the reaction product. The product is: [Cl:24][C:3]1[C:2]([NH:1][C:26]2[N:31]=[C:30]([N:32]([CH:42]3[CH2:44][CH2:43]3)[CH2:33][C:34]3[CH:39]=[CH:38][C:37]([O:40][CH3:41])=[CH:36][CH:35]=3)[C:29]3=[N:45][CH:46]=[C:47]([C:48]#[N:49])[N:28]3[N:27]=2)=[CH:7][C:6]([C:8]#[N:9])=[CH:5][C:4]=1[NH:10][CH:11]1[CH2:12][CH2:13][N:14]([C:17]([O:19][C:20]([CH3:21])([CH3:23])[CH3:22])=[O:18])[CH2:15][CH2:16]1. (2) Given the reactants Cl[C:2]1[N:7]2[N:8]=[CH:9][C:10]([C:11]([O:13][CH2:14][CH3:15])=[O:12])=[C:6]2[N:5]=[CH:4][C:3]=1[C:16]([N:18]1[CH2:23][CH2:22][CH:21]([C:24]2[CH:29]=[CH:28][CH:27]=[CH:26][CH:25]=2)[CH2:20][CH2:19]1)=[O:17].[CH3:30][N:31]1[C:39]2[C:34](=[CH:35][C:36]([NH2:40])=[CH:37][CH:38]=2)[CH:33]=[CH:32]1, predict the reaction product. The product is: [CH2:14]([O:13][C:11]([C:10]1[CH:9]=[N:8][N:7]2[C:2]([NH:40][C:36]3[CH:35]=[C:34]4[C:39](=[CH:38][CH:37]=3)[N:31]([CH3:30])[CH:32]=[CH:33]4)=[C:3]([C:16]([N:18]3[CH2:23][CH2:22][CH:21]([C:24]4[CH:29]=[CH:28][CH:27]=[CH:26][CH:25]=4)[CH2:20][CH2:19]3)=[O:17])[CH:4]=[N:5][C:6]=12)=[O:12])[CH3:15].